From a dataset of Reaction yield outcomes from USPTO patents with 853,638 reactions. Predict the reaction yield, written as a fraction of the theoretical maximum amount of product (1.0 means a 100% yield; for example, 0.34 means a 34% yield). (1) The reactants are [C:1]([O:5][C:6](=[O:17])[NH:7][CH2:8][C:9]1[CH:14]=[CH:13][C:12]([CH2:15][OH:16])=[CH:11][CH:10]=1)([CH3:4])([CH3:3])[CH3:2].C(=O)=O.CC(C)=O.CC(OI1(OC(C)=O)(OC(C)=O)OC(=O)C2C=CC=CC1=2)=O.C(=O)(O)[O-].[Na+].S([O-])([O-])=O.[Na+].[Na+]. The catalyst is C(Cl)Cl. The product is [C:1]([O:5][C:6](=[O:17])[NH:7][CH2:8][C:9]1[CH:10]=[CH:11][C:12]([CH:15]=[O:16])=[CH:13][CH:14]=1)([CH3:4])([CH3:2])[CH3:3]. The yield is 1.00. (2) The catalyst is C1C=CC([P]([Pd]([P](C2C=CC=CC=2)(C2C=CC=CC=2)C2C=CC=CC=2)([P](C2C=CC=CC=2)(C2C=CC=CC=2)C2C=CC=CC=2)[P](C2C=CC=CC=2)(C2C=CC=CC=2)C2C=CC=CC=2)(C2C=CC=CC=2)C2C=CC=CC=2)=CC=1.O1CCOCC1. The product is [C:15]([O:48][C:45]([CH:11]1[CH2:12][NH:8][CH:9]([C:13]2[NH:14][C:15]([CH3:19])([C:20]3[CH:21]=[CH:22][C:23]([B:36]4[O:37][C:38]([CH3:43])([CH3:44])[C:39]([CH3:41])([CH3:42])[O:40]4)=[CH:24][CH:25]=3)[C:16](=[O:18])[N:17]=2)[CH2:10]1)=[O:47])([CH3:20])([CH3:19])[CH3:16]. The yield is 0.790. The reactants are C(OC([N:8]1[CH2:12][CH2:11][CH2:10][CH:9]1[C:13]1[NH:14][C:15]([C:20]2[CH:25]=[CH:24][C:23](Br)=[CH:22][CH:21]=2)([CH3:19])[C:16](=[O:18])[N:17]=1)=O)(C)(C)C.[B:36]1([B:36]2[O:40][C:39]([CH3:42])([CH3:41])[C:38]([CH3:44])([CH3:43])[O:37]2)[O:40][C:39]([CH3:42])([CH3:41])[C:38]([CH3:44])([CH3:43])[O:37]1.[C:45]([O-:48])(=[O:47])C.[K+]. (3) The catalyst is ClCCl. The reactants are COC1C=C(OC)C=CC=1C[N:6]([C:32]1[CH:37]=[CH:36][N:35]=[CH:34][N:33]=1)[S:7]([C:10]1[CH:15]=[C:14]([F:16])[C:13]([O:17][C@H:18]2[CH2:22][C:21]([CH3:24])([CH3:23])[CH2:20][C@@H:19]2[C:25]2[N:29]([CH3:30])[N:28]=[CH:27][CH:26]=2)=[CH:12][C:11]=1[F:31])(=[O:9])=[O:8].C([SiH](CC)CC)C.FC(F)(F)C(O)=O. The yield is 0.910. The product is [CH3:23][C:21]1([CH3:24])[CH2:22][C@H:18]([O:17][C:13]2[C:14]([F:16])=[CH:15][C:10]([S:7]([NH:6][C:32]3[CH:37]=[CH:36][N:35]=[CH:34][N:33]=3)(=[O:8])=[O:9])=[C:11]([F:31])[CH:12]=2)[C@@H:19]([C:25]2[N:29]([CH3:30])[N:28]=[CH:27][CH:26]=2)[CH2:20]1. (4) The reactants are I.[NH2:2][C:3]1[C:4]([C:11]([NH:13][C:14](=[NH:17])SC)=[O:12])=[N:5][C:6]([Cl:10])=[C:7]([NH2:9])[N:8]=1.Br.[OH:19][C:20]1[CH:25]=[CH:24][C:23]([CH2:26][CH2:27][CH2:28][CH2:29][NH2:30])=[CH:22][CH:21]=1. The catalyst is C1COCC1.C(N(CC)CC)C. The product is [ClH:10].[OH:19][C:20]1[CH:21]=[CH:22][C:23]([CH2:26][CH2:27][CH2:28][CH2:29][NH:30][C:14]([NH:13][C:11]([C:4]2[C:3]([NH2:2])=[N:8][C:7]([NH2:9])=[C:6]([Cl:10])[N:5]=2)=[O:12])=[NH:17])=[CH:24][CH:25]=1. The yield is 0.410. (5) The reactants are I[C:2]1[CH:7]=[CH:6][CH:5]=[CH:4][CH:3]=1.[Cl:8][C:9]1[CH:22]=[CH:21][C:20]2[NH:19][C:18]3[C:13](=[CH:14][CH:15]=[CH:16][CH:17]=3)[C:12]([CH3:24])([CH3:23])[C:11]=2[CH:10]=1.N#N.CC([O-])(C)C.[Na+]. The catalyst is C1(C)C=CC=CC=1.C([O-])(=O)C.[Pd+2].C([O-])(=O)C.P(C(C)(C)C)(C(C)(C)C)C(C)(C)C.O. The product is [Cl:8][C:9]1[CH:22]=[CH:21][C:20]2[N:19]([C:2]3[CH:7]=[CH:6][CH:5]=[CH:4][CH:3]=3)[C:18]3[C:13](=[CH:14][CH:15]=[CH:16][CH:17]=3)[C:12]([CH3:24])([CH3:23])[C:11]=2[CH:10]=1. The yield is 0.810.